Dataset: Catalyst prediction with 721,799 reactions and 888 catalyst types from USPTO. Task: Predict which catalyst facilitates the given reaction. (1) Reactant: [CH2:1]([O:8][C:9](=[O:16])[NH:10][CH2:11][CH:12](C)CO)[C:2]1[CH:7]=[CH:6][CH:5]=[CH:4][CH:3]=1.[C:17]([O:21][C:22]([N:24]1[CH2:29][CH2:28][N:27]([C:30]2[CH:35]=[CH:34][CH:33]=[CH:32][C:31]=2[OH:36])[CH2:26][CH2:25]1)=[O:23])([CH3:20])([CH3:19])[CH3:18].[C:37]1(P(C2C=CC=CC=2)C2C=CC=CC=2)C=CC=CC=1.N(C(OC(C)C)=O)=NC(OC(C)C)=O. Product: [C:17]([O:21][C:22]([N:24]1[CH2:25][CH2:26][N:27]([C:30]2[CH:35]=[CH:34][CH:33]=[CH:32][C:31]=2[O:36][CH2:37][CH:11]([NH:10][C:9]([O:8][CH2:1][C:2]2[CH:3]=[CH:4][CH:5]=[CH:6][CH:7]=2)=[O:16])[CH3:12])[CH2:28][CH2:29]1)=[O:23])([CH3:20])([CH3:18])[CH3:19]. The catalyst class is: 1. (2) Reactant: [N:1]([CH2:4][C:5]([F:43])([F:42])[CH2:6][CH2:7][C@H:8]([N:18]([CH2:37][CH2:38][CH2:39][CH2:40][CH3:41])[S:19]([C:22]1[CH:27]=[CH:26][C:25]([CH2:28][O:29][Si:30]([C:33]([CH3:36])([CH3:35])[CH3:34])([CH3:32])[CH3:31])=[CH:24][CH:23]=1)(=[O:21])=[O:20])[CH2:9][O:10][Si:11]([C:14]([CH3:17])([CH3:16])[CH3:15])([CH3:13])[CH3:12])=[N+]=[N-].C1(P(C2C=CC=CC=2)C2C=CC=CC=2)C=CC=CC=1. Product: [NH2:1][CH2:4][C:5]([F:43])([F:42])[CH2:6][CH2:7][C@H:8]([N:18]([CH2:37][CH2:38][CH2:39][CH2:40][CH3:41])[S:19]([C:22]1[CH:23]=[CH:24][C:25]([CH2:28][O:29][Si:30]([C:33]([CH3:34])([CH3:35])[CH3:36])([CH3:31])[CH3:32])=[CH:26][CH:27]=1)(=[O:21])=[O:20])[CH2:9][O:10][Si:11]([C:14]([CH3:16])([CH3:15])[CH3:17])([CH3:12])[CH3:13]. The catalyst class is: 20. (3) Reactant: [NH:1]1[C:5]2=[N+:6]([O-])[CH:7]=[CH:8][CH:9]=[C:4]2[CH:3]=[N:2]1.O=P(Cl)(Cl)[Cl:13]. Product: [Cl:13][C:9]1[CH:8]=[CH:7][N:6]=[C:5]2[NH:1][N:2]=[CH:3][C:4]=12. The catalyst class is: 10. (4) Reactant: [F:1][C:2]1[CH:3]=[CH:4][C:5]([CH3:13])=[C:6]([C:8]([CH3:12])([CH3:11])[C:9]#N)[CH:7]=1.[H-].C([Al+]CC(C)C)C(C)C.C(OCC)(=[O:26])C. Product: [F:1][C:2]1[CH:3]=[CH:4][C:5]([CH3:13])=[C:6]([C:8]([CH3:12])([CH3:11])[CH:9]=[O:26])[CH:7]=1. The catalyst class is: 11. (5) Reactant: [F:1][C:2]([F:46])([F:45])[C@H:3]1[CH2:8][CH2:7][C@H:6]([NH:9][C:10]([C:12]2[C:39]([O:40][CH2:41][CH:42]([F:44])[F:43])=[CH:38][C:15]3[N:16]([CH3:37])[C:17]([NH:19][C:20]4[C:25]([Cl:26])=[CH:24][CH:23]=[C:22]([CH2:27][NH:28]C(OC(C)(C)C)=O)[C:21]=4[Cl:36])=[N:18][C:14]=3[CH:13]=2)=[O:11])[CH2:5][CH2:4]1.Cl. Product: [F:45][C:2]([F:1])([F:46])[C@H:3]1[CH2:8][CH2:7][C@H:6]([NH:9][C:10]([C:12]2[C:39]([O:40][CH2:41][CH:42]([F:43])[F:44])=[CH:38][C:15]3[N:16]([CH3:37])[C:17]([NH:19][C:20]4[C:25]([Cl:26])=[CH:24][CH:23]=[C:22]([CH2:27][NH2:28])[C:21]=4[Cl:36])=[N:18][C:14]=3[CH:13]=2)=[O:11])[CH2:5][CH2:4]1. The catalyst class is: 1.